This data is from Reaction yield outcomes from USPTO patents with 853,638 reactions. The task is: Predict the reaction yield, written as a fraction of the theoretical maximum amount of product (1.0 means a 100% yield; for example, 0.34 means a 34% yield). (1) The reactants are [Cl:1][C:2]1[C:3]2[N:4]([CH:12]=[C:13]([C:15](=[N:17][OH:18])[NH2:16])[N:14]=2)[CH:5]=[C:6]([C:8]([F:11])([F:10])[F:9])[CH:7]=1.[CH2:19]([O:22][C:23]1[C:31]([Cl:32])=[CH:30][C:26]([C:27](O)=O)=[C:25]([Cl:33])[CH:24]=1)[CH:20]=[CH2:21].CCN=C=NCCCN(C)C.Cl.C1C=CC2N(O)N=NC=2C=1. The catalyst is CN(C=O)C. The product is [CH2:19]([O:22][C:23]1[C:31]([Cl:32])=[CH:30][C:26]([C:27]2[O:18][N:17]=[C:15]([C:13]3[N:14]=[C:3]4[C:2]([Cl:1])=[CH:7][C:6]([C:8]([F:9])([F:10])[F:11])=[CH:5][N:4]4[CH:12]=3)[N:16]=2)=[C:25]([Cl:33])[CH:24]=1)[CH:20]=[CH2:21]. The yield is 0.260. (2) The reactants are [N:1]([CH2:4][C@H:5]1[CH2:9][CH2:8][N:7]([CH2:10][C:11]2[CH:16]=[CH:15][CH:14]=[CH:13][CH:12]=2)[C@H:6]1[C:17]([O:19]C)=O)=[N+]=[N-].C1(P(C2C=CC=CC=2)C2C=CC=CC=2)C=CC=CC=1. The catalyst is CC1CCCO1.O.C(OCC)(=O)C. The product is [CH2:10]([N:7]1[CH2:8][CH2:9][C@@H:5]2[CH2:4][NH:1][C:17](=[O:19])[C@H:6]12)[C:11]1[CH:16]=[CH:15][CH:14]=[CH:13][CH:12]=1. The yield is 0.930. (3) The product is [Cl:19][C:15]1[C:16]([N:38]2[CH:42]=[CH:41][N:40]=[CH:39]2)=[CH:17][C:12]2[O:11][CH:10]([C:20]([N:22]3[CH2:27][CH2:26][C:25]([CH2:28][C:29]4[CH:30]=[CH:31][C:32]([F:35])=[CH:33][CH:34]=4)([C:36]#[N:37])[CH2:24][CH2:23]3)=[O:21])[CH2:9][NH:8][C:13]=2[CH:14]=1. The catalyst is CN(C=O)C.O.[Cu](I)I. The yield is 0.162. The reactants are C(OC([N:8]1[C:13]2[CH:14]=[C:15]([Cl:19])[C:16](Br)=[CH:17][C:12]=2[O:11][CH:10]([C:20]([N:22]2[CH2:27][CH2:26][C:25]([C:36]#[N:37])([CH2:28][C:29]3[CH:34]=[CH:33][C:32]([F:35])=[CH:31][CH:30]=3)[CH2:24][CH2:23]2)=[O:21])[CH2:9]1)=O)(C)(C)C.[NH:38]1[CH:42]=[CH:41][N:40]=[CH:39]1.C(=O)([O-])[O-].[Cs+].[Cs+].CN(C)CCN. (4) The reactants are [CH3:1][O:2][C:3](=[O:20])[C:4]1[CH:9]=[C:8]([NH2:10])[C:7]([NH2:11])=[C:6]([F:12])[C:5]=1[NH:13][C:14]1[CH:19]=[CH:18][CH:17]=[CH:16][CH:15]=1.Cl.[CH3:22][C:23](=O)CC(=O)C.C([O-])(O)=O.[Na+]. The catalyst is C(O)C. The product is [CH3:1][O:2][C:3]([C:4]1[C:5]([NH:13][C:14]2[CH:15]=[CH:16][CH:17]=[CH:18][CH:19]=2)=[C:6]([F:12])[C:7]2[N:11]=[C:22]([CH3:23])[NH:10][C:8]=2[CH:9]=1)=[O:20]. The yield is 0.910. (5) The reactants are [N+:1]([C:4]1[CH:9]=[CH:8][C:7]([CH:10]([CH2:15][C:16]([OH:18])=O)[CH2:11][C:12](O)=[O:13])=[CH:6][CH:5]=1)([O-:3])=[O:2].[NH2:19]C(N)=O. The catalyst is CCOC(C)=O. The product is [N+:1]([C:4]1[CH:9]=[CH:8][C:7]([CH:10]2[CH2:15][C:16](=[O:18])[NH:19][C:12](=[O:13])[CH2:11]2)=[CH:6][CH:5]=1)([O-:3])=[O:2]. The yield is 0.220. (6) The reactants are [C:1]([C:3]1([NH:28][C:29](=[O:47])[CH:30]([CH2:40][CH:41]2[CH2:46][CH2:45][CH2:44][CH2:43][CH2:42]2)[CH2:31][C:32]([N:34]2[CH2:39][CH2:38][O:37][CH2:36][CH2:35]2)=[O:33])[CH2:7][CH2:6][N:5]([CH2:8]C2C3C(=CC=CC=3)N(S(C3C=CC(C)=CC=3)(=O)=O)C=2)[CH2:4]1)#[N:2].[NH4+:48].[Cl-]. The catalyst is CO. The product is [C:1]([C:3]1([NH:28][C:29](=[O:47])[CH:30]([CH2:40][CH:41]2[CH2:46][CH2:45][CH2:44][CH2:43][CH2:42]2)[CH2:31][C:32]([N:34]2[CH2:35][CH2:36][O:37][CH2:38][CH2:39]2)=[O:33])[CH2:7][CH2:6][N:5]([CH2:8][C:30]2[NH:48][C:42]3[C:41]([CH:40]=2)=[CH:46][CH:45]=[CH:44][CH:43]=3)[CH2:4]1)#[N:2]. The yield is 0.760.